Dataset: Full USPTO retrosynthesis dataset with 1.9M reactions from patents (1976-2016). Task: Predict the reactants needed to synthesize the given product. (1) Given the product [Cl:24][C:19]1[CH:20]=[CH:21][CH:22]=[CH:23][C:18]=1[CH2:17][N:12]1[C:11]([C:4]2[CH:5]=[CH:6][CH:7]=[C:8]([O:9][CH3:10])[C:3]=2[O:2][CH3:1])=[N:15][N:14]=[N:13]1, predict the reactants needed to synthesize it. The reactants are: [CH3:1][O:2][C:3]1[C:8]([O:9][CH3:10])=[CH:7][CH:6]=[CH:5][C:4]=1[C:11]1[NH:15][N:14]=[N:13][N:12]=1.Br[CH2:17][C:18]1[CH:23]=[CH:22][CH:21]=[CH:20][C:19]=1[Cl:24].ClCC1C=CC=CC=1OC.N. (2) Given the product [Br:13][C:10]1[CH:9]=[C:4]([CH:3]=[C:2](/[CH:22]=[CH:23]/[CH2:24][O:25][CH3:26])[C:11]=1[CH3:12])[C:5]([O:7][CH3:8])=[O:6], predict the reactants needed to synthesize it. The reactants are: Br[C:2]1[CH:3]=[C:4]([CH:9]=[C:10]([Br:13])[C:11]=1[CH3:12])[C:5]([O:7][CH3:8])=[O:6].CC1(C)C(C)(C)OB(/[CH:22]=[CH:23]/[CH2:24][O:25][CH3:26])O1.C([O-])([O-])=O.[Na+].[Na+]. (3) The reactants are: Cl[C:2]1[N:3]=[C:4]([N:22]2[CH2:27][CH2:26][O:25][CH2:24][CH2:23]2)[C:5]2[N:10]=[N:9][N:8]([CH2:11][C:12]3[CH:21]=[CH:20][C:15]([C:16]([O:18][CH3:19])=[O:17])=[CH:14][CH:13]=3)[C:6]=2[N:7]=1.[OH:28][CH2:29][C:30]1[CH:31]=[C:32](B(O)O)[CH:33]=[CH:34][CH:35]=1.C([O-])([O-])=O.[Na+].[Na+]. Given the product [OH:28][CH2:29][C:30]1[CH:35]=[C:34]([C:2]2[N:3]=[C:4]([N:22]3[CH2:27][CH2:26][O:25][CH2:24][CH2:23]3)[C:5]3[N:10]=[N:9][N:8]([CH2:11][C:12]4[CH:21]=[CH:20][C:15]([C:16]([O:18][CH3:19])=[O:17])=[CH:14][CH:13]=4)[C:6]=3[N:7]=2)[CH:33]=[CH:32][CH:31]=1, predict the reactants needed to synthesize it. (4) Given the product [Cl:1][C:2]1[CH:3]=[C:4]([C:9]2[N:13]([C:14]3[CH:19]=[CH:18][C:17]([F:20])=[C:16]([C:21]#[N:22])[CH:15]=3)[N:12]=[C:11]([C:23]([N:59]3[CH2:63][C:62](=[O:64])[NH:61][CH2:60]3)=[O:24])[CH:10]=2)[CH:5]=[C:6]([F:8])[CH:7]=1, predict the reactants needed to synthesize it. The reactants are: [Cl:1][C:2]1[CH:3]=[C:4]([C:9]2[N:13]([C:14]3[CH:19]=[CH:18][C:17]([F:20])=[C:16]([C:21]#[N:22])[CH:15]=3)[N:12]=[C:11]([C:23](O)=[O:24])[CH:10]=2)[CH:5]=[C:6]([F:8])[CH:7]=1.C(N(CC)C(C)C)(C)C.ClC1C=C(N2C(C3C=CC=C(OCCO)C=3)=CC(C([N:59]3[CH2:63][C:62](=[O:64])[NH:61][CH2:60]3)=O)=N2)C=CC=1. (5) Given the product [CH3:17][C:15]1[CH:14]=[CH:13][C:12]2[N:11]([N:10]=[C:9]([C:18]3[CH:19]=[C:20]([NH:24][C:25](=[O:32])[CH2:26][C:27]4[S:28][CH:29]=[CH:30][CH:31]=4)[CH:21]=[CH:22][CH:23]=3)[C:8]=2[C:6]2[CH:5]=[CH:4][N:3]=[C:2]([NH:48][C:45]3[CH:44]=[CH:43][CH:42]=[C:47]([CH2:2][N:3]4[CH2:55][CH2:54][CH2:5][CH2:4]4)[CH:46]=3)[N:7]=2)[CH:16]=1, predict the reactants needed to synthesize it. The reactants are: Cl[C:2]1[N:7]=[C:6]([C:8]2[C:9]([C:18]3[CH:19]=[C:20]([NH:24][C:25](=[O:32])[CH2:26][C:27]4[S:28][CH:29]=[CH:30][CH:31]=4)[CH:21]=[CH:22][CH:23]=3)=[N:10][N:11]3[CH:16]=[C:15]([CH3:17])[CH:14]=[CH:13][C:12]=23)[CH:5]=[CH:4][N:3]=1.C(N1CCN([C:42]2[CH:47]=[CH:46][C:45]([NH2:48])=[CH:44][CH:43]=2)CC1)(=O)C.Cl.O1[CH2:55][CH2:54]OCC1. (6) Given the product [F:24][CH:2]([F:1])[CH2:3][O:4][C:5]1[CH:6]=[CH:7][C:8]([N:11]2[C:16](=[O:17])[C:15]3[CH2:18][C:19](=[O:27])[NH:20][C:14]=3[N:13]=[C:12]2[S:21][CH2:22][CH3:23])=[CH:9][CH:10]=1, predict the reactants needed to synthesize it. The reactants are: [F:1][CH:2]([F:24])[CH2:3][O:4][C:5]1[CH:10]=[CH:9][C:8]([N:11]2[C:16](=[O:17])[C:15]3[CH:18]=[CH:19][NH:20][C:14]=3[N:13]=[C:12]2[S:21][CH2:22][CH3:23])=[CH:7][CH:6]=1.C(O)(=[O:27])C.C(O)(=O)C.I(C1C=CC=CC=1)=O. (7) Given the product [F:1][C:2]([F:26])([F:27])[C:3]1[CH:4]=[C:5]([NH:9][C:10](=[O:25])[C:11](=[CH:31][C:30]2[C:29]([Cl:28])=[CH:36][CH:35]=[CH:34][C:33]=2[Cl:37])[C:12]([NH:14][C:15]2[CH:20]=[CH:19][CH:18]=[C:17]([C:21]([F:24])([F:23])[F:22])[CH:16]=2)=[O:13])[CH:6]=[CH:7][CH:8]=1, predict the reactants needed to synthesize it. The reactants are: [F:1][C:2]([F:27])([F:26])[C:3]1[CH:4]=[C:5]([NH:9][C:10](=[O:25])[CH2:11][C:12]([NH:14][C:15]2[CH:20]=[CH:19][CH:18]=[C:17]([C:21]([F:24])([F:23])[F:22])[CH:16]=2)=[O:13])[CH:6]=[CH:7][CH:8]=1.[Cl:28][C:29]1[CH:36]=[CH:35][CH:34]=[C:33]([Cl:37])[C:30]=1[CH:31]=O. (8) Given the product [C:14]([CH2:13][N:1]1[CH:5]=[C:4]([C:6]([O:8][CH3:9])=[O:7])[N:3]=[CH:2]1)#[N:15], predict the reactants needed to synthesize it. The reactants are: [NH:1]1[CH:5]=[C:4]([C:6]([O:8][CH3:9])=[O:7])[N:3]=[CH:2]1.[H-].[Na+].Br[CH2:13][C:14]#[N:15].